This data is from Reaction yield outcomes from USPTO patents with 853,638 reactions. The task is: Predict the reaction yield, written as a fraction of the theoretical maximum amount of product (1.0 means a 100% yield; for example, 0.34 means a 34% yield). (1) The reactants are Cl[C:2]1[C:11]([Cl:12])=[N:10][C:9]2[C:4](=[CH:5][CH:6]=[C:7]([C:13]([F:16])([F:15])[F:14])[CH:8]=2)[N:3]=1.[CH3:17][N:18]1[CH2:23][CH2:22][NH:21][CH2:20][CH2:19]1. The catalyst is CCO. The product is [Cl:12][C:11]1[C:2]([N:21]2[CH2:22][CH2:23][N:18]([CH3:17])[CH2:19][CH2:20]2)=[N:3][C:4]2[C:9]([N:10]=1)=[CH:8][C:7]([C:13]([F:16])([F:15])[F:14])=[CH:6][CH:5]=2. The yield is 0.520. (2) The reactants are [CH3:1][C:2]1[C:6](B(O)O)=[C:5]([CH3:10])[O:4][N:3]=1.Br[C:12]1[CH:13]=[C:14]2[C:18](=[CH:19][CH:20]=1)[NH:17][C:16](=[O:21])[C:15]2([OH:28])[C:22]1[CH:27]=[CH:26][CH:25]=[CH:24][CH:23]=1.C([O-])([O-])=O.[Na+].[Na+].CC(=O)OCC. The catalyst is O1CCOCC1.O.CC(P(C(C)(C)C)C1[CH-]C=CC=1)(C)C.CC(P(C(C)(C)C)C1[CH-]C=CC=1)(C)C.[Cl-].[Cl-].[Fe+2].[Pd+2]. The product is [CH3:1][C:2]1[C:6]([C:12]2[CH:13]=[C:14]3[C:18](=[CH:19][CH:20]=2)[NH:17][C:16](=[O:21])[C:15]3([OH:28])[C:22]2[CH:23]=[CH:24][CH:25]=[CH:26][CH:27]=2)=[C:5]([CH3:10])[O:4][N:3]=1. The yield is 0.656. (3) The reactants are O.[NH2:2]N.O.[CH3:5][C:6]([CH3:30])([CH2:15][CH2:16][CH:17](N1C(=O)C2=CC=CC=C2C1=O)[CH3:18])[CH2:7][O:8][CH:9]1[CH2:14][CH2:13][CH2:12][CH2:11][O:10]1. The catalyst is C(O)C. The product is [CH3:30][C:6]([CH3:5])([CH2:7][O:8][CH:9]1[CH2:14][CH2:13][CH2:12][CH2:11][O:10]1)[CH2:15][CH2:16][CH2:17][CH2:18][NH2:2]. The yield is 0.580. (4) The reactants are [Cl:1][C:2]1[CH:3]=[C:4]2[C:9](=[CH:10][C:11]=1[OH:12])[O:8][CH:7]=[C:6]([C:13]1[CH:18]=[CH:17][C:16]([OH:19])=[CH:15][CH:14]=1)[C:5]2=[O:20].[C:21](OC(=O)C)(=[O:23])[CH3:22].[CH3:28][C:29](CC(O)=O)=[O:30]. The catalyst is N1C=CC=CC=1. The product is [Cl:1][C:2]1[CH:3]=[C:4]2[C:9](=[CH:10][C:11]=1[O:12][C:21](=[O:23])[CH3:22])[O:8][CH:7]=[C:6]([C:13]1[CH:18]=[CH:17][C:16]([O:19][C:29](=[O:30])[CH3:28])=[CH:15][CH:14]=1)[C:5]2=[O:20]. The yield is 0.750. (5) The reactants are [CH:1]([Si:4]([CH:38]([CH3:40])[CH3:39])([CH:35]([CH3:37])[CH3:36])[O:5][CH2:6][CH2:7][CH:8]1[CH2:13][CH2:12][N:11]([C:14]2[N:18]3[CH:19]=[C:20]([O:23][C@H:24]4[C:33]5[C:28](=[CH:29][CH:30]=[CH:31][CH:32]=5)[C@@H:27]([NH2:34])[CH2:26][CH2:25]4)[CH:21]=[CH:22][C:17]3=[N:16][N:15]=2)[CH2:10][CH2:9]1)([CH3:3])[CH3:2].ClC(Cl)(Cl)C[O:44][C:45](=O)[NH:46][C:47]1[N:48]([C:56]2[CH:61]=[CH:60][C:59]([CH3:62])=[CH:58][CH:57]=2)[N:49]=[C:50]([C:52]([CH3:55])([CH3:54])[CH3:53])[CH:51]=1.CCN(C(C)C)C(C)C. The catalyst is O1CCOCC1. The product is [C:52]([C:50]1[CH:51]=[C:47]([NH:46][C:45]([NH:34][C@@H:27]2[C:28]3[C:33](=[CH:32][CH:31]=[CH:30][CH:29]=3)[C@H:24]([O:23][C:20]3[CH:21]=[CH:22][C:17]4[N:18]([C:14]([N:11]5[CH2:10][CH2:9][CH:8]([CH2:7][CH2:6][O:5][Si:4]([CH:35]([CH3:37])[CH3:36])([CH:1]([CH3:2])[CH3:3])[CH:38]([CH3:40])[CH3:39])[CH2:13][CH2:12]5)=[N:15][N:16]=4)[CH:19]=3)[CH2:25][CH2:26]2)=[O:44])[N:48]([C:56]2[CH:61]=[CH:60][C:59]([CH3:62])=[CH:58][CH:57]=2)[N:49]=1)([CH3:55])([CH3:53])[CH3:54]. The yield is 0.810. (6) The reactants are [CH3:1][C:2]([CH3:7])([CH3:6])[CH2:3][CH:4]=[CH2:5].[C:8]([OH:12])(=[O:11])C=C. The catalyst is [Ru].C(Cl)Cl. The product is [CH3:1][C:2]([CH3:7])([CH3:6])[CH2:3][CH:4]=[CH:5][C:8]([OH:12])=[O:11]. The yield is 0.990. (7) The reactants are [CH3:1][O:2][C:3]([C:5]1[S:6][CH:7]=[CH:8][C:9]=1[CH3:10])=[O:4].[Br:11]N1C(=O)CCC1=O.[CH3:19][C:20](N=N[C:20]([C:22]#N)([CH3:21])[CH3:19])([C:22]#N)[CH3:21]. The catalyst is C(Cl)(Cl)(Cl)Cl. The product is [CH3:1][O:2][C:3]([C:5]1[S:6][C:7]([C:20]([CH3:22])([CH3:21])[CH3:19])=[CH:8][C:9]=1[CH2:10][Br:11])=[O:4]. The yield is 0.320. (8) The reactants are [N:1]12[CH2:8][CH2:7][C:4]([C:9]([C:17]3[CH:22]=[CH:21][CH:20]=[CH:19][CH:18]=3)([C:11]3[CH:16]=[CH:15][CH:14]=[CH:13][CH:12]=3)[OH:10])([CH2:5][CH2:6]1)[CH2:3][CH2:2]2.[Br:23][CH2:24][CH2:25][CH2:26][O:27][C:28]1[CH:33]=[CH:32][CH:31]=[CH:30][C:29]=1[O:34][CH2:35][C:36]1[CH:41]=[CH:40][CH:39]=[CH:38][CH:37]=1. The catalyst is CC#N. The product is [Br-:23].[OH:10][C:9]([C:17]1[CH:22]=[CH:21][CH:20]=[CH:19][CH:18]=1)([C:11]1[CH:12]=[CH:13][CH:14]=[CH:15][CH:16]=1)[C:4]12[CH2:5][CH2:6][N+:1]([CH2:24][CH2:25][CH2:26][O:27][C:28]3[CH:33]=[CH:32][CH:31]=[CH:30][C:29]=3[O:34][CH2:35][C:36]3[CH:41]=[CH:40][CH:39]=[CH:38][CH:37]=3)([CH2:2][CH2:3]1)[CH2:8][CH2:7]2. The yield is 0.714. (9) The reactants are [N+:1]([C:4]1[CH:9]=[CH:8][C:7]([S:10]([N:13]2[CH2:18][CH2:17][O:16][CH2:15][CH2:14]2)(=[O:12])=[O:11])=[CH:6][CH:5]=1)([O-])=O.C1C(=O)N([Br:26])C(=O)C1. The catalyst is CO.C(Cl)Cl.[Pd]. The product is [Br:26][C:5]1[CH:6]=[C:7]([S:10]([N:13]2[CH2:18][CH2:17][O:16][CH2:15][CH2:14]2)(=[O:12])=[O:11])[CH:8]=[CH:9][C:4]=1[NH2:1]. The yield is 0.170.